Dataset: Reaction yield outcomes from USPTO patents with 853,638 reactions. Task: Predict the reaction yield, written as a fraction of the theoretical maximum amount of product (1.0 means a 100% yield; for example, 0.34 means a 34% yield). (1) The reactants are [Cl:1][C:2]1[N:7]=[C:6]([N:8]([CH:16]2[CH2:20][CH2:19][CH2:18][CH2:17]2)[C@@H:9]([CH2:14][CH3:15])[C:10](OC)=[O:11])[C:5]([N+:21]([O-])=O)=[CH:4][N:3]=1. The catalyst is C(O)(=O)C.[Fe]. The product is [Cl:1][C:2]1[N:3]=[CH:4][C:5]2[NH:21][C:10](=[O:11])[C@H:9]([CH2:14][CH3:15])[N:8]([CH:16]3[CH2:20][CH2:19][CH2:18][CH2:17]3)[C:6]=2[N:7]=1. The yield is 0.920. (2) The reactants are Br[C:2]1[CH:11]=[CH:10][C:9]2[C:4](=[CH:5][C:6]([F:12])=[CH:7][CH:8]=2)[C:3]=1[CH:13]=[O:14].[CH2:15]([Sn](CC)(CC)CC)[CH3:16].O. The catalyst is CN(C)C=O.C1C=CC([P]([Pd]([P](C2C=CC=CC=2)(C2C=CC=CC=2)C2C=CC=CC=2)([P](C2C=CC=CC=2)(C2C=CC=CC=2)C2C=CC=CC=2)[P](C2C=CC=CC=2)(C2C=CC=CC=2)C2C=CC=CC=2)(C2C=CC=CC=2)C2C=CC=CC=2)=CC=1. The product is [CH2:15]([C:2]1[CH:11]=[CH:10][C:9]2[C:4](=[CH:5][C:6]([F:12])=[CH:7][CH:8]=2)[C:3]=1[CH:13]=[O:14])[CH3:16]. The yield is 0.630. (3) The reactants are [C:1]([O:8][CH3:9])(=[O:7])[CH2:2][C:3]([O:5][CH3:6])=[O:4].[CH3:10][O:11][C:12]1[CH:13]=[C:14]([CH:17]=[CH:18][C:19]=1[CH3:20])[CH2:15]Br. The catalyst is CO. The product is [CH3:10][O:11][C:12]1[CH:13]=[C:14]([CH:17]=[CH:18][C:19]=1[CH3:20])[CH2:15][CH:2]([C:1]([O:8][CH3:9])=[O:7])[C:3]([O:5][CH3:6])=[O:4]. The yield is 0.955. (4) The reactants are [CH:1]1([C:7](=[O:9])[CH3:8])[CH2:6][CH2:5][CH2:4][CH2:3][CH2:2]1.[Br:10]Br.S([O-])([O-])=O.[Na+].[Na+]. The catalyst is CO. The product is [Br:10][CH2:8][C:7]([CH:1]1[CH2:6][CH2:5][CH2:4][CH2:3][CH2:2]1)=[O:9]. The yield is 0.630.